Regression. Given two drug SMILES strings and cell line genomic features, predict the synergy score measuring deviation from expected non-interaction effect. From a dataset of NCI-60 drug combinations with 297,098 pairs across 59 cell lines. (1) Drug 1: CC1=C(C(CCC1)(C)C)C=CC(=CC=CC(=CC(=O)O)C)C. Drug 2: C1CCC(C(C1)N)N.C(=O)(C(=O)[O-])[O-].[Pt+4]. Cell line: A549. Synergy scores: CSS=43.9, Synergy_ZIP=-3.52, Synergy_Bliss=0.386, Synergy_Loewe=-0.177, Synergy_HSA=3.07. (2) Drug 1: CS(=O)(=O)C1=CC(=C(C=C1)C(=O)NC2=CC(=C(C=C2)Cl)C3=CC=CC=N3)Cl. Drug 2: CN1C2=C(C=C(C=C2)N(CCCl)CCCl)N=C1CCCC(=O)O.Cl. Cell line: HL-60(TB). Synergy scores: CSS=21.8, Synergy_ZIP=14.9, Synergy_Bliss=14.5, Synergy_Loewe=5.24, Synergy_HSA=9.19. (3) Drug 1: CCN(CC)CCNC(=O)C1=C(NC(=C1C)C=C2C3=C(C=CC(=C3)F)NC2=O)C. Drug 2: C1=CC=C(C(=C1)C(C2=CC=C(C=C2)Cl)C(Cl)Cl)Cl. Cell line: K-562. Synergy scores: CSS=7.23, Synergy_ZIP=5.03, Synergy_Bliss=11.2, Synergy_Loewe=7.67, Synergy_HSA=4.85. (4) Drug 1: C1=CC=C(C(=C1)C(C2=CC=C(C=C2)Cl)C(Cl)Cl)Cl. Drug 2: C1C(C(OC1N2C=NC(=NC2=O)N)CO)O. Cell line: A498. Synergy scores: CSS=1.70, Synergy_ZIP=6.15, Synergy_Bliss=0.532, Synergy_Loewe=1.32, Synergy_HSA=-0.796. (5) Drug 1: COC1=C(C=C2C(=C1)N=CN=C2NC3=CC(=C(C=C3)F)Cl)OCCCN4CCOCC4. Drug 2: CCCCCOC(=O)NC1=NC(=O)N(C=C1F)C2C(C(C(O2)C)O)O. Cell line: NCI-H226. Synergy scores: CSS=20.3, Synergy_ZIP=1.26, Synergy_Bliss=-1.36, Synergy_Loewe=-9.82, Synergy_HSA=-0.0873. (6) Synergy scores: CSS=34.7, Synergy_ZIP=0.250, Synergy_Bliss=-0.416, Synergy_Loewe=-1.08, Synergy_HSA=0.0570. Cell line: OVCAR-5. Drug 1: C1=C(C(=O)NC(=O)N1)F. Drug 2: CN(CCCl)CCCl.Cl.